From a dataset of Forward reaction prediction with 1.9M reactions from USPTO patents (1976-2016). Predict the product of the given reaction. The product is: [C:1]([C:5]1[CH:12]=[CH:11][C:8]([C:9]([OH:21])=[O:16])=[C:7]([O:13][CH2:14][CH3:15])[N:6]=1)([CH3:4])([CH3:3])[CH3:2]. Given the reactants [C:1]([C:5]1[CH:12]=[CH:11][C:8]([C:9]#N)=[C:7]([O:13][CH2:14][CH3:15])[N:6]=1)([CH3:4])([CH3:3])[CH3:2].[OH-:16].[K+].C(O)C.[OH2:21], predict the reaction product.